This data is from Reaction yield outcomes from USPTO patents with 853,638 reactions. The task is: Predict the reaction yield, written as a fraction of the theoretical maximum amount of product (1.0 means a 100% yield; for example, 0.34 means a 34% yield). The reactants are [ClH:1].[Cl:2][C:3]1[CH:8]=[CH:7][C:6]([C@@H:9]([C@H:28]2[N:32](C(OC(C)(C)C)=O)[C:31]([CH3:41])([CH3:40])[CH2:30][CH2:29]2)[C:10]([N:12]2[CH2:17][CH2:16][CH:15]([C:18]3[C:19]4[C@H:26]([CH3:27])[CH2:25][CH2:24][C:20]=4[N:21]=[CH:22][N:23]=3)[CH2:14][CH2:13]2)=[O:11])=[CH:5][CH:4]=1. The catalyst is O1CCOCC1. The product is [ClH:2].[ClH:1].[Cl:2][C:3]1[CH:4]=[CH:5][C:6]([C@@H:9]([C@@H:28]2[CH2:29][CH2:30][C:31]([CH3:40])([CH3:41])[NH:32]2)[C:10]([N:12]2[CH2:13][CH2:14][CH:15]([C:18]3[C:19]4[C@H:26]([CH3:27])[CH2:25][CH2:24][C:20]=4[N:21]=[CH:22][N:23]=3)[CH2:16][CH2:17]2)=[O:11])=[CH:7][CH:8]=1. The yield is 1.00.